Dataset: Forward reaction prediction with 1.9M reactions from USPTO patents (1976-2016). Task: Predict the product of the given reaction. (1) Given the reactants [F:1][C@H:2]1[CH2:4][C@H:3]1[C:5]([NH:7][C:8]1[N:9]=[CH:10][C:11]2[C:16]([CH:17]=1)=[CH:15][CH:14]=[C:13]([C:18]1[CH:19]=[N:20][C:21]([CH:25]([OH:30])[C:26]([F:29])([F:28])[F:27])=[CH:22][C:23]=1[CH3:24])[CH:12]=2)=[O:6].ClCCl.CC(OI1(OC(C)=O)(OC(C)=O)OC(=O)C2C=CC=CC1=2)=[O:36], predict the reaction product. The product is: [F:1][C@H:2]1[CH2:4][C@H:3]1[C:5]([NH:7][C:8]1[N:9]=[CH:10][C:11]2[C:16]([CH:17]=1)=[CH:15][CH:14]=[C:13]([C:18]1[CH:19]=[N:20][C:21]([C:25]([OH:36])([OH:30])[C:26]([F:29])([F:28])[F:27])=[CH:22][C:23]=1[CH3:24])[CH:12]=2)=[O:6]. (2) Given the reactants [F:1][C:2]1[N:12]=[CH:11][C:5]2[NH:6][C:7](=O)[N:8]=[CH:9][C:4]=2[CH:3]=1.S(Cl)(Cl)=O.[C:17]([C:19]1[CH:20]=[C:21]([CH:23]=[CH:24][C:25]=1[Cl:26])[NH2:22])#[CH:18], predict the reaction product. The product is: [C:17]([C:19]1[CH:20]=[C:21]([NH:22][C:9]2[C:4]3[CH:3]=[C:2]([F:1])[N:12]=[CH:11][C:5]=3[N:6]=[CH:7][N:8]=2)[CH:23]=[CH:24][C:25]=1[Cl:26])#[CH:18].